Dataset: Forward reaction prediction with 1.9M reactions from USPTO patents (1976-2016). Task: Predict the product of the given reaction. (1) Given the reactants Cl[C:2]1[N:7]=[N:6][C:5]([N:8]2[CH2:13][CH2:12][N:11]([C:14]([C:16]3[CH:21]=[CH:20][CH:19]=[CH:18][CH:17]=3)=[O:15])[CH2:10][C@H:9]2[CH3:22])=[C:4]2[N:23]=[CH:24][CH:25]=[CH:26][C:3]=12.[F:27][C:28]([F:39])([F:38])[C:29]1[CH:34]=[CH:33][C:32](B(O)O)=[CH:31][CH:30]=1.C(=O)([O-])[O-].[Na+].[Na+], predict the reaction product. The product is: [CH3:22][C@H:9]1[N:8]([C:5]2[N:6]=[N:7][C:2]([C:32]3[CH:33]=[CH:34][C:29]([C:28]([F:39])([F:38])[F:27])=[CH:30][CH:31]=3)=[C:3]3[CH:26]=[CH:25][CH:24]=[N:23][C:4]=23)[CH2:13][CH2:12][N:11]([C:14]([C:16]2[CH:21]=[CH:20][CH:19]=[CH:18][CH:17]=2)=[O:15])[CH2:10]1. (2) Given the reactants Cl[C:2]1[C:11]2[C:6](=[CH:7][C:8]([S:12]([N:15](CC3C=CC(OC)=CC=3)[C:16]3[S:17][CH:18]=[CH:19][N:20]=3)(=[O:14])=[O:13])=[CH:9][CH:10]=2)[CH:5]=[CH:4][N:3]=1.[F:30][C:31]1[C:36](B(O)O)=[CH:35][C:34]([CH3:40])=[CH:33][N:32]=1.C(=O)([O-])[O-].[K+].[K+].O1CCOCC1, predict the reaction product. The product is: [F:30][C:31]1[C:36]([C:2]2[C:11]3[C:6](=[CH:7][C:8]([S:12]([NH:15][C:16]4[S:17][CH:18]=[CH:19][N:20]=4)(=[O:13])=[O:14])=[CH:9][CH:10]=3)[CH:5]=[CH:4][N:3]=2)=[CH:35][C:34]([CH3:40])=[CH:33][N:32]=1.